Predict the product of the given reaction. From a dataset of Forward reaction prediction with 1.9M reactions from USPTO patents (1976-2016). (1) Given the reactants Cl.Cl.[NH2:3][CH2:4][CH2:5][N:6]1[C:14]2[C:13]([NH:15][C:16]3[CH:21]=[CH:20][C:19]([O:22][C:23]4[CH:28]=[CH:27][CH:26]=[C:25]([C:29]([F:32])([F:31])[F:30])[CH:24]=4)=[C:18]([Cl:33])[CH:17]=3)=[N:12][CH:11]=[N:10][C:9]=2[CH:8]=[CH:7]1.C(N(CC)CC)C.[CH3:41][S:42]([CH2:45][CH2:46][O:47][C:48](ON1C(=O)CCC1=O)=[O:49])(=[O:44])=[O:43].C(=O)([O-])O.[Na+], predict the reaction product. The product is: [Cl:33][C:18]1[CH:17]=[C:16]([NH:15][C:13]2[C:14]3[N:6]([CH2:5][CH2:4][NH:3][C:48](=[O:49])[O:47][CH2:46][CH2:45][S:42]([CH3:41])(=[O:44])=[O:43])[CH:7]=[CH:8][C:9]=3[N:10]=[CH:11][N:12]=2)[CH:21]=[CH:20][C:19]=1[O:22][C:23]1[CH:28]=[CH:27][CH:26]=[C:25]([C:29]([F:32])([F:31])[F:30])[CH:24]=1. (2) Given the reactants C([N:8]1[CH2:39][CH2:38][C:11]2([CH2:14][N:13]([C:15](=[O:37])[CH2:16][N:17]3[CH2:21][CH2:20][C:19]([C:29]4[CH:34]=[CH:33][C:32]([F:35])=[CH:31][CH:30]=4)([C:22]4[CH:27]=[CH:26][C:25]([F:28])=[CH:24][CH:23]=4)[C:18]3=[O:36])[CH2:12]2)[CH2:10][CH2:9]1)C1C=CC=CC=1, predict the reaction product. The product is: [F:35][C:32]1[CH:33]=[CH:34][C:29]([C:19]2([C:22]3[CH:23]=[CH:24][C:25]([F:28])=[CH:26][CH:27]=3)[CH2:20][CH2:21][N:17]([CH2:16][C:15](=[O:37])[N:13]3[CH2:14][C:11]4([CH2:10][CH2:9][NH:8][CH2:39][CH2:38]4)[CH2:12]3)[C:18]2=[O:36])=[CH:30][CH:31]=1. (3) Given the reactants [NH2:1][C:2]1[CH:3]=[CH:4][C:5]([C:8]#[N:9])=[N:6][CH:7]=1.[Br:10]Br.[OH-].[Na+], predict the reaction product. The product is: [NH2:1][C:2]1[CH:3]=[CH:4][C:5]([C:8]#[N:9])=[N:6][C:7]=1[Br:10]. (4) Given the reactants [Br:1][CH2:2][C:3]([C:5]1[S:6][C:7](C)=[CH:8][N:9]=1)=[O:4].[CH3:11]C1N=CSC=1.C([Li])CCC.BrCC(OC)=O, predict the reaction product. The product is: [Br:1][CH2:2][C:3]([C:5]1[S:6][CH:7]=[C:8]([CH3:11])[N:9]=1)=[O:4]. (5) The product is: [CH3:1][O:2][C:3]1[CH:4]=[C:5]([NH:9][C:10]2[N:19]=[CH:18][C:17]3[C:12](=[CH:13][C:14]([O:25][CH:26]4[CH2:31][CH2:30][NH:29][CH2:28][CH2:27]4)=[C:15]([C:20]4[S:21][CH:22]=[CH:23][N:24]=4)[CH:16]=3)[N:11]=2)[CH:6]=[CH:7][CH:8]=1. Given the reactants [CH3:1][O:2][C:3]1[CH:4]=[C:5]([NH:9][C:10]2[N:19]=[CH:18][C:17]3[C:12](=[CH:13][C:14]([O:25][CH:26]4[CH2:31][CH2:30][N:29](C(OCCCC)=O)[CH2:28][CH2:27]4)=[C:15]([C:20]4[S:21][CH:22]=[CH:23][N:24]=4)[CH:16]=3)[N:11]=2)[CH:6]=[CH:7][CH:8]=1, predict the reaction product.